Binary Classification. Given a drug SMILES string, predict its activity (active/inactive) in a high-throughput screening assay against a specified biological target. From a dataset of Cav3 T-type calcium channel HTS with 100,875 compounds. (1) The drug is S(=O)(=O)(NCC(O)COC1CCCCC1)c1c(cccc1)C(O)=O. The result is 0 (inactive). (2) The molecule is O=C1C(=N\NC(=O)c2ccccc2)/C(Cc2n(ncc12)c1ccccc1)(C)C. The result is 0 (inactive). (3) The result is 0 (inactive). The molecule is S(CCC(NC(=O)NCCCOCCCC)C(OC)=O)C. (4) The molecule is S(=O)(=O)(NCc1nc(sc1)c1cccnc1)c1sc(CC)cc1. The result is 0 (inactive). (5) The compound is Fc1ccc(C2C3=C(Nc4c2cc2OCOc2c4)CC(CC3=O)(C)C)cc1. The result is 0 (inactive). (6) The drug is S(=O)(=O)(c1c(cc(nc1SCCCC)C)C)c1c(cccc1)C. The result is 0 (inactive).